This data is from CYP2D6 inhibition data for predicting drug metabolism from PubChem BioAssay. The task is: Regression/Classification. Given a drug SMILES string, predict its absorption, distribution, metabolism, or excretion properties. Task type varies by dataset: regression for continuous measurements (e.g., permeability, clearance, half-life) or binary classification for categorical outcomes (e.g., BBB penetration, CYP inhibition). Dataset: cyp2d6_veith. (1) The molecule is Nc1cccc2cc(S(=O)(=O)Nc3ccc(C(=O)O)cc3)ccc12. The result is 0 (non-inhibitor). (2) The compound is CCOC(=O)CC(Nc1nc(N2CCOCC2)nc(N2CCOCC2)n1)c1ccccc1Cl. The result is 0 (non-inhibitor). (3) The compound is NC(=O)c1ncn([C@H]2O[C@@H](CO)[C@@H](O)[C@@H]2O)n1. The result is 0 (non-inhibitor). (4) The compound is COc1ccccc1CC(=O)O/N=C(\N)c1cccc([N+](=O)[O-])c1. The result is 0 (non-inhibitor). (5) The molecule is CCn1c(C)c(C)c2cc(C(=O)Nc3cccc(Cl)c3)ccc21. The result is 0 (non-inhibitor).